Dataset: Catalyst prediction with 721,799 reactions and 888 catalyst types from USPTO. Task: Predict which catalyst facilitates the given reaction. (1) Reactant: [CH:1]1([CH2:6][C@H:7]([CH2:44][N:45]([CH:54]=[O:55])[O:46]CC2C=CC=CC=2)[C:8]([N:10]2[C@H:14]([C:15]([NH:17][C:18]3[CH:23]=[CH:22][C:21]([C:24]([O:26]CC4C=CC=CC=4)=[O:25])=[CH:20][CH:19]=3)=[O:16])[CH2:13][CH2:12][N:11]2C(OCC2C=CC=CC=2)=O)=[O:9])[CH2:5][CH2:4][CH2:3][CH2:2]1. Product: [CH:1]1([CH2:6][C@H:7]([CH2:44][N:45]([CH:54]=[O:55])[OH:46])[C:8]([N:10]2[C@H:14]([C:15]([NH:17][C:18]3[CH:23]=[CH:22][C:21]([C:24]([OH:26])=[O:25])=[CH:20][CH:19]=3)=[O:16])[CH2:13][CH2:12][NH:11]2)=[O:9])[CH2:2][CH2:3][CH2:4][CH2:5]1. The catalyst class is: 105. (2) Reactant: N1C=CC=CC=1.[C:7]([O:11][CH:12]([C:17]1[C:18]([CH:36]([CH3:38])[CH3:37])=[N:19][C:20]2[C:21]([CH3:35])([CH3:34])[CH2:22][NH:23][CH2:24][C:25]=2[C:26]=1[C:27]1[CH:32]=[CH:31][C:30]([F:33])=[CH:29][CH:28]=1)[C:13]([O:15][CH3:16])=[O:14])([CH3:10])([CH3:9])[CH3:8].[C:39]1([C:48]2[CH:53]=[CH:52][CH:51]=[CH:50][CH:49]=2)[CH:44]=[CH:43][CH:42]=[C:41](B(O)O)[CH:40]=1. Product: [C:39]1([C:48]2[CH:49]=[CH:50][CH:51]=[CH:52][CH:53]=2)[CH:44]=[CH:43][CH:42]=[C:41]([N:23]2[CH2:22][C:21]([CH3:35])([CH3:34])[C:20]3[N:19]=[C:18]([CH:36]([CH3:38])[CH3:37])[C:17]([CH:12]([O:11][C:7]([CH3:10])([CH3:9])[CH3:8])[C:13]([O:15][CH3:16])=[O:14])=[C:26]([C:27]4[CH:32]=[CH:31][C:30]([F:33])=[CH:29][CH:28]=4)[C:25]=3[CH2:24]2)[CH:40]=1. The catalyst class is: 749.